Dataset: Catalyst prediction with 721,799 reactions and 888 catalyst types from USPTO. Task: Predict which catalyst facilitates the given reaction. (1) Reactant: Cl.[S:2]1[C:6]2[CH2:7][CH2:8][CH2:9][C:5]=2[N:4]=[C:3]1[NH2:10].[C:11]12([C:21](Cl)=[O:22])[CH2:20][CH:15]3[CH2:16][CH:17]([CH2:19][CH:13]([CH2:14]3)[CH2:12]1)[CH2:18]2.C(N(CC)CC)C. Product: [S:2]1[C:6]2[CH2:7][CH2:8][CH2:9][C:5]=2[N:4]=[C:3]1[NH:10][C:21]([C:11]12[CH2:20][CH:15]3[CH2:14][CH:13]([CH2:19][CH:17]([CH2:16]3)[CH2:18]1)[CH2:12]2)=[O:22]. The catalyst class is: 630. (2) Reactant: [CH3:1][O:2][CH2:3][CH2:4][C:5]1[C:10]([CH2:11]O)=[CH:9][N:8]=[C:7]([C:13]2[CH:14]=[N:15][C:16]([C:19]([F:22])([F:21])[F:20])=[CH:17][CH:18]=2)[N:6]=1.S(Cl)([Cl:25])=O. Product: [Cl:25][CH2:11][C:10]1[C:5]([CH2:4][CH2:3][O:2][CH3:1])=[N:6][C:7]([C:13]2[CH:14]=[N:15][C:16]([C:19]([F:22])([F:21])[F:20])=[CH:17][CH:18]=2)=[N:8][CH:9]=1. The catalyst class is: 4. (3) Reactant: [ClH:1].[O:2]=[C:3]([NH:40][C:41]1[CH:46]=[CH:45][C:44]([C:47]2[NH:51][N:50]=[N:49][N:48]=2)=[CH:43][CH:42]=1)[C@@H:4]([NH:22][C:23]([C@H:25]1[CH2:30][CH2:29][C@H:28]([CH2:31][NH:32]C(=O)OC(C)(C)C)[CH2:27][CH2:26]1)=[O:24])[CH2:5][C:6]1[CH:11]=[CH:10][C:9]([C:12]2[CH:17]=[CH:16][CH:15]=[C:14]([S:18](=[O:21])(=[O:20])[NH2:19])[CH:13]=2)=[CH:8][CH:7]=1.C(#N)C. Product: [ClH:1].[NH2:32][CH2:31][C@H:28]1[CH2:27][CH2:26][C@H:25]([C:23]([NH:22][C@@H:4]([CH2:5][C:6]2[CH:11]=[CH:10][C:9]([C:12]3[CH:17]=[CH:16][CH:15]=[C:14]([S:18](=[O:20])(=[O:21])[NH2:19])[CH:13]=3)=[CH:8][CH:7]=2)[C:3](=[O:2])[NH:40][C:41]2[CH:42]=[CH:43][C:44]([C:47]3[NH:48][N:49]=[N:50][N:51]=3)=[CH:45][CH:46]=2)=[O:24])[CH2:30][CH2:29]1. The catalyst class is: 12. (4) Reactant: [F:1][C:2]1[CH:7]=[C:6](F)[CH:5]=[C:4]([F:9])[N:3]=1.[C:10]([C:12]1[CH:43]=[CH:42][C:15]([CH2:16][N:17]([CH2:34][C:35]2[CH:40]=[CH:39][C:38]([OH:41])=[CH:37][CH:36]=2)[C:18]2[C:19]([CH3:33])=[C:20]([N:24](S(C)(=O)=O)[S:25]([CH3:28])(=[O:27])=[O:26])[CH:21]=[CH:22][CH:23]=2)=[CH:14][CH:13]=1)#[N:11].C1CCN2C(=NCCC2)CC1.[NH4+].[Cl-]. Product: [C:10]([C:12]1[CH:13]=[CH:14][C:15]([CH2:16][N:17]([CH2:34][C:35]2[CH:36]=[CH:37][C:38]([O:41][C:6]3[CH:7]=[C:2]([F:1])[N:3]=[C:4]([F:9])[CH:5]=3)=[CH:39][CH:40]=2)[C:18]2[C:19]([CH3:33])=[C:20]([NH:24][S:25]([CH3:28])(=[O:26])=[O:27])[CH:21]=[CH:22][CH:23]=2)=[CH:42][CH:43]=1)#[N:11]. The catalyst class is: 23. (5) Reactant: [NH:1]([C:3]1[C:8]([CH3:9])=[CH:7][C:6]([N+:10]([O-:12])=[O:11])=[CH:5][N:4]=1)[NH2:2].[CH3:13][C:14](OC(C)=O)=[O:15]. Product: [CH3:9][C:8]1[C:3]([NH:1][NH:2][C:14](=[O:15])[CH3:13])=[N:4][CH:5]=[C:6]([N+:10]([O-:12])=[O:11])[CH:7]=1. The catalyst class is: 12. (6) Reactant: Br[C:2]1[C:3]([O:17][CH3:18])=[C:4]([C:13]([O:15][CH3:16])=[O:14])[C:5]2[N:6]=[CH:7][C:8](Cl)=[N:9][C:10]=2[CH:11]=1.[C:19]1(B(O)O)[CH:24]=[CH:23][CH:22]=[CH:21][CH:20]=1.C(=O)([O-])[O-].[K+].[K+]. Product: [CH3:18][O:17][C:3]1[C:2]([C:19]2[CH:24]=[CH:23][CH:22]=[CH:21][CH:20]=2)=[CH:11][C:10]2[N:9]=[C:8]([C:2]3[CH:3]=[CH:4][CH:5]=[CH:10][CH:11]=3)[CH:7]=[N:6][C:5]=2[C:4]=1[C:13]([O:15][CH3:16])=[O:14]. The catalyst class is: 70. (7) Reactant: N([NH-])[C:2]1[CH:7]=[CH:6][CH:5]=[CH:4][CH:3]=1.[C:9](=[O:12])([O-])[O-:10].[K+].[K+].[CH3:15]I. Product: [CH3:15][O:10][C:9](=[O:12])[C:2]1[CH:7]=[CH:6][CH:5]=[CH:4][CH:3]=1. The catalyst class is: 3.